From a dataset of Catalyst prediction with 721,799 reactions and 888 catalyst types from USPTO. Predict which catalyst facilitates the given reaction. (1) Reactant: [CH2:1]([O:3][C:4]([C:6]1[CH:7]=[N:8][C:9]2[C:14]([C:15]=1[OH:16])=[CH:13][CH:12]=[CH:11][C:10]=2[C:17]([F:20])([F:19])[F:18])=[O:5])[CH3:2].C(Cl)Cl.[F:24][C:25]([F:38])([F:37])[S:26](O[S:26]([C:25]([F:38])([F:37])[F:24])(=[O:28])=[O:27])(=[O:28])=[O:27]. Product: [F:19][C:17]([F:20])([F:18])[C:10]1[CH:11]=[CH:12][CH:13]=[C:14]2[C:9]=1[N:8]=[CH:7][C:6]([C:4]([O:3][CH2:1][CH3:2])=[O:5])=[C:15]2[O:16][S:26]([C:25]([F:38])([F:37])[F:24])(=[O:28])=[O:27]. The catalyst class is: 66. (2) Reactant: [NH2:1][C:2]1[CH:3]=[CH:4][C:5]([OH:12])=[C:6]([CH:11]=1)[C:7]([O:9][CH3:10])=[O:8].[C:13](O)(=[O:33])[CH2:14][CH2:15][CH2:16]/[CH:17]=[CH:18]\[CH2:19]/[CH:20]=[CH:21]\[CH2:22]/[CH:23]=[CH:24]\[CH2:25]/[CH:26]=[CH:27]\[CH2:28][CH2:29][CH2:30][CH2:31][CH3:32].CCN=C=NCCCN(C)C.Cl.CN(C1C=CC=CN=1)C. Product: [OH:12][C:5]1[CH:4]=[CH:3][C:2]([NH:1][C:13](=[O:33])[CH2:14][CH2:15][CH2:16]/[CH:17]=[CH:18]\[CH2:19]/[CH:20]=[CH:21]\[CH2:22]/[CH:23]=[CH:24]\[CH2:25]/[CH:26]=[CH:27]\[CH2:28][CH2:29][CH2:30][CH2:31][CH3:32])=[CH:11][C:6]=1[C:7]([O:9][CH3:10])=[O:8]. The catalyst class is: 4. (3) Reactant: CC(OC(/N=N/C(OC(C)C)=O)=O)C.[N:15]1([C@@H:21]2[C:29]3[C:24](=[CH:25][CH:26]=[CH:27][CH:28]=3)[CH2:23][C@H:22]2[OH:30])[CH2:20][CH2:19][CH2:18][CH2:17][CH2:16]1.O[C:32]1[CH:33]=[C:34]([NH:38][C:39](=[O:41])[CH3:40])[CH:35]=[CH:36][CH:37]=1.C1C=CC(P(C2C=CC=CC=2)C2C=CC=CC=2)=CC=1. Product: [N:15]1([C@H:21]2[CH2:29][C:24]3[C:23](=[CH:28][CH:27]=[CH:26][CH:25]=3)[C@@H:22]2[O:30][C:32]2[CH:33]=[C:34]([NH:38][C:39](=[O:41])[CH3:40])[CH:35]=[CH:36][CH:37]=2)[CH2:16][CH2:17][CH2:18][CH2:19][CH2:20]1. The catalyst class is: 1. (4) Reactant: [Si:1]([O:8][C@H:9]1[C:18](=[O:19])[C:17]2[CH:16]([CH2:20][O:21][CH3:22])[CH2:15][N:14]3[C:23]([CH3:27])=[C:24]([CH3:26])[N:25]=[C:13]3[C:12]=2[NH:11][C@@H:10]1[C:28]1[CH:33]=[CH:32][CH:31]=[CH:30][CH:29]=1)([C:4]([CH3:7])([CH3:6])[CH3:5])([CH3:3])[CH3:2]. Product: [Si:1]([O:8][C@H:9]1[C:18](=[O:19])[C:17]2[C:16]([CH2:20][O:21][CH3:22])=[CH:15][N:14]3[C:23]([CH3:27])=[C:24]([CH3:26])[N:25]=[C:13]3[C:12]=2[NH:11][C@@H:10]1[C:28]1[CH:33]=[CH:32][CH:31]=[CH:30][CH:29]=1)([C:4]([CH3:7])([CH3:5])[CH3:6])([CH3:2])[CH3:3]. The catalyst class is: 428. (5) Product: [CH3:12][C:11]1[CH:10]=[C:9]([CH2:13][CH2:14][C:15](=[O:16])[C:17]2[S:24][C:23]([CH3:25])=[C:22]3[C:18]=2[CH2:19][C@H:20]2[C:26]([CH3:27])([CH3:28])[C@H:21]23)[CH:8]=[C:7]([CH3:29])[C:6]=1[O:5][CH2:4][CH2:3][CH2:2][O:1][S:40]([CH3:39])(=[O:42])=[O:41]. Reactant: [OH:1][CH2:2][CH2:3][CH2:4][O:5][C:6]1[C:11]([CH3:12])=[CH:10][C:9]([CH2:13][CH2:14][C:15]([C:17]2[S:24][C:23]([CH3:25])=[C:22]3[C:18]=2[CH2:19][C@H:20]2[C:26]([CH3:28])([CH3:27])[C@H:21]23)=[O:16])=[CH:8][C:7]=1[CH3:29].CCN(C(C)C)C(C)C.[CH3:39][S:40](Cl)(=[O:42])=[O:41]. The catalyst class is: 2.